From a dataset of Full USPTO retrosynthesis dataset with 1.9M reactions from patents (1976-2016). Predict the reactants needed to synthesize the given product. (1) Given the product [C:21]([C:23]1[C:24]([OH:25])=[N:26][C:6]([CH2:7][CH2:8][CH2:9][C:10]([O:12][CH2:13][CH3:14])=[O:11])=[C:5]([CH:16]=1)[C:4]([O:3][CH2:1][CH3:2])=[O:20])#[N:22], predict the reactants needed to synthesize it. The reactants are: [CH2:1]([O:3][C:4](=[O:20])[C:5](=[CH:16]N(C)C)[C:6](=O)[CH2:7][CH2:8][CH2:9][C:10]([O:12][CH2:13][CH3:14])=[O:11])[CH3:2].[C:21]([CH2:23][C:24]([NH2:26])=[O:25])#[N:22].[O-]CC.[Na+]. (2) Given the product [S:33]1[CH2:37][CH2:36][N:35]=[C:34]1[NH:38][CH:2]([C:4]1[CH:28]=[C:7]2[CH2:8][N:9]([C:13]([O:15][CH2:16][C:17]3[CH:22]=[C:21]([C:23]([F:26])([F:25])[F:24])[CH:20]=[C:19]([Cl:27])[CH:18]=3)=[O:14])[CH2:10][CH2:11][CH2:12][N:6]2[N:5]=1)[CH3:3], predict the reactants needed to synthesize it. The reactants are: O[CH:2]([C:4]1[CH:28]=[C:7]2[CH2:8][N:9]([C:13]([O:15][CH2:16][C:17]3[CH:22]=[C:21]([C:23]([F:26])([F:25])[F:24])[CH:20]=[C:19]([Cl:27])[CH:18]=3)=[O:14])[CH2:10][CH2:11][CH2:12][N:6]2[N:5]=1)[CH3:3].O=S(Cl)Cl.[S:33]1[CH2:37][CH2:36][N:35]=[C:34]1[NH2:38].C([O-])([O-])=O.[Cs+].[Cs+]. (3) Given the product [O:17]=[C:15]([N:28]1[CH2:29][CH:26]([O:25][CH2:24][C:20]2[S:19][CH:23]=[CH:22][CH:21]=2)[CH2:27]1)/[CH:14]=[CH:13]/[C:8]1[CH:7]=[C:6]2[C:11](=[N:10][CH:9]=1)[NH:12][C:3](=[O:2])[CH2:4][CH2:5]2, predict the reactants needed to synthesize it. The reactants are: Cl.[O:2]=[C:3]1[NH:12][C:11]2[N:10]=[CH:9][C:8](/[CH:13]=[CH:14]/[C:15]([OH:17])=O)=[CH:7][C:6]=2[CH2:5][CH2:4]1.Cl.[S:19]1[CH:23]=[CH:22][CH:21]=[C:20]1[CH2:24][O:25][CH:26]1[CH2:29][NH:28][CH2:27]1.CCN(C(C)C)C(C)C.CCN=C=NCCCN(C)C. (4) Given the product [CH3:22][O:21][C:16]1[CH:17]=[CH:18][CH:19]=[CH:20][C:15]=1[NH:14][CH:11]1[CH2:12][CH2:13][NH:8][CH2:9][CH2:10]1, predict the reactants needed to synthesize it. The reactants are: C(OC([N:8]1[CH2:13][CH2:12][CH:11]([NH:14][C:15]2[CH:20]=[CH:19][CH:18]=[CH:17][C:16]=2[O:21][CH3:22])[CH2:10][CH2:9]1)=O)(C)(C)C.Cl.